From a dataset of Catalyst prediction with 721,799 reactions and 888 catalyst types from USPTO. Predict which catalyst facilitates the given reaction. (1) Reactant: [CH3:1][O:2][C@H:3]1[CH2:8][CH2:7][C@H:6]([C:9]([OH:11])=O)[CH2:5][CH2:4]1.[CH2:12]([NH2:14])[CH3:13].C1COCC1.ON1C2C=CC=CC=2N=N1.CCN=C=NCCCN(C)C.Cl.Cl. Product: [CH2:12]([NH:14][C:9]([C@H:6]1[CH2:5][CH2:4][C@H:3]([O:2][CH3:1])[CH2:8][CH2:7]1)=[O:11])[CH3:13]. The catalyst class is: 3. (2) Reactant: Br[CH:2]([C:8]([C:10]1[C:11]([CH:24]([OH:27])[CH2:25][CH3:26])=[N:12][N:13]([CH2:15][C:16]2[CH:21]=[CH:20][C:19]([O:22][CH3:23])=[CH:18][CH:17]=2)[CH:14]=1)=O)[C:3]([O:5][CH2:6][CH3:7])=[O:4].[CH3:28][C:29]1[S:33][N:32]=[C:31]([NH:34][C:35]([NH2:37])=[S:36])[N:30]=1. Product: [CH3:23][O:22][C:19]1[CH:20]=[CH:21][C:16]([CH2:15][N:13]2[CH:14]=[C:10]([C:8]3[N:37]=[C:35]([NH:34][C:31]4[N:30]=[C:29]([CH3:28])[S:33][N:32]=4)[S:36][C:2]=3[C:3]([O:5][CH2:6][CH3:7])=[O:4])[C:11]([CH:24]([OH:27])[CH2:25][CH3:26])=[N:12]2)=[CH:17][CH:18]=1. The catalyst class is: 14. (3) Reactant: [CH:1]1([CH2:7][NH2:8])[CH2:6][CH2:5][CH:4]=[CH:3][CH2:2]1.C(N(CC)CC)C.Cl[C:17]([O:19][CH2:20][CH3:21])=[O:18]. Product: [CH:1]1([CH2:7][NH:8][C:17](=[O:18])[O:19][CH2:20][CH3:21])[CH2:6][CH2:5][CH:4]=[CH:3][CH2:2]1. The catalyst class is: 4. (4) Reactant: [H-].[Na+].Cl.[NH2:4][C:5]([NH2:7])=[NH:6].[C:8]([O:12][C:13](=[O:38])[C@H:14]([CH2:31][C:32]1[CH:37]=[CH:36][CH:35]=[CH:34][CH:33]=1)[NH:15][S:16]([C:19]1[CH:28]=[C:27]2[C:22]([C:23]([Cl:30])=[CH:24][N:25]=[C:26]2Cl)=[CH:21][CH:20]=1)(=[O:18])=[O:17])([CH3:11])([CH3:10])[CH3:9]. Product: [C:8]([O:12][C:13](=[O:38])[C@H:14]([CH2:31][C:32]1[CH:33]=[CH:34][CH:35]=[CH:36][CH:37]=1)[NH:15][S:16]([C:19]1[CH:28]=[C:27]2[C:22]([C:23]([Cl:30])=[CH:24][N:25]=[C:26]2[NH:6][C:5]([NH2:7])=[NH:4])=[CH:21][CH:20]=1)(=[O:17])=[O:18])([CH3:11])([CH3:9])[CH3:10]. The catalyst class is: 16.